From a dataset of Full USPTO retrosynthesis dataset with 1.9M reactions from patents (1976-2016). Predict the reactants needed to synthesize the given product. (1) Given the product [F:1][C:2]([F:7])([F:6])[C:3]([OH:5])=[O:4].[C:8]1([C:14]2[CH:19]=[C:18]([CH:20]3[CH2:21][CH2:22][N:23]([C:43](=[O:44])[CH2:42][C:38]4[CH:37]=[N:36][CH:41]=[CH:40][CH:39]=4)[CH2:24][CH2:25]3)[CH:17]=[CH:16][C:15]=2[NH:26][C:27]([C:29]2[NH:30][CH:31]=[C:32]([C:34]#[N:35])[N:33]=2)=[O:28])[CH2:13][CH2:12][CH2:11][CH2:10][CH:9]=1, predict the reactants needed to synthesize it. The reactants are: [F:1][C:2]([F:7])([F:6])[C:3]([OH:5])=[O:4].[C:8]1([C:14]2[CH:19]=[C:18]([CH:20]3[CH2:25][CH2:24][NH:23][CH2:22][CH2:21]3)[CH:17]=[CH:16][C:15]=2[NH:26][C:27]([C:29]2[NH:30][CH:31]=[C:32]([C:34]#[N:35])[N:33]=2)=[O:28])[CH2:13][CH2:12][CH2:11][CH2:10][CH:9]=1.[N:36]1[CH:41]=[CH:40][CH:39]=[C:38]([CH2:42][C:43](O)=[O:44])[CH:37]=1. (2) Given the product [OH:28][C:25]([C:23]1[N:22]([CH3:29])[N:21]=[C:20]([NH:19][C:2]2[CH:7]=[C:6]([N:8]3[CH2:12][CH2:11][C:10]([CH:15]([CH3:16])[CH3:17])([C:13]#[N:14])[C:9]3=[O:18])[CH:5]=[CH:4][N:3]=2)[CH:24]=1)([CH3:27])[CH3:26], predict the reactants needed to synthesize it. The reactants are: Br[C:2]1[CH:7]=[C:6]([N:8]2[CH2:12][CH2:11][C:10]([CH:15]3[CH2:17][CH2:16]3)([C:13]#[N:14])[C:9]2=[O:18])[CH:5]=[CH:4][N:3]=1.[NH2:19][C:20]1[CH:24]=[C:23]([C:25]([OH:28])([CH3:27])[CH3:26])[N:22]([CH3:29])[N:21]=1.C(=O)([O-])[O-].[K+].[K+].C1(P(C2CCCCC2)C2C(OC)=CC=C(OC)C=2C2C(C(C)C)=CC(C(C)C)=CC=2C(C)C)CCCCC1.C(=O)([O-])O.[Na+]. (3) Given the product [C:1]([C:4]1[CH:5]=[C:6]([C:14]2[N:15]=[C:16]([CH2:19][CH2:20][C:21]([OH:23])=[O:22])[O:17][CH:18]=2)[CH:7]=[C:8]([C:10]([F:13])([F:11])[F:12])[CH:9]=1)(=[O:3])[CH3:2], predict the reactants needed to synthesize it. The reactants are: [C:1]([C:4]1[CH:5]=[C:6]([C:14]2[N:15]=[C:16]([CH2:19][CH2:20][C:21]([O:23]C)=[O:22])[O:17][CH:18]=2)[CH:7]=[C:8]([C:10]([F:13])([F:12])[F:11])[CH:9]=1)(=[O:3])[CH3:2].ClC1C=C(C2N=C(CCC(O)=O)OC=2)C=C(C(F)(F)F)C=1. (4) The reactants are: [Cl:1][C:2]1[CH:3]=[C:4]([CH:26]=[CH:27][CH:28]=1)[CH2:5][NH:6][C:7](=[O:25])[C:8]1[CH:13]=[CH:12][C:11]([CH:14]2OCC(C)(C)C[O:15]2)=[C:10]([N+:22]([O-:24])=[O:23])[CH:9]=1. Given the product [Cl:1][C:2]1[CH:3]=[C:4]([CH:26]=[CH:27][CH:28]=1)[CH2:5][NH:6][C:7](=[O:25])[C:8]1[CH:13]=[CH:12][C:11]([CH:14]=[O:15])=[C:10]([N+:22]([O-:24])=[O:23])[CH:9]=1, predict the reactants needed to synthesize it. (5) Given the product [Br:29][C:30]1[N:35]=[C:34]([C:36]([NH:38][S:39]([C:41]([CH3:43])([CH3:44])[CH3:42])=[O:40])([CH3:37])[CH2:21][S:6]([C:2]([C:3]#[N:4])([CH3:1])[CH3:5])(=[N:8][CH2:9][C:10]2([CH2:13][O:14][CH:15]3[CH2:20][CH2:19][CH2:18][CH2:17][O:16]3)[CH2:11][CH2:12]2)=[O:7])[C:33]([F:45])=[C:32]([Si:46]([CH2:51][CH3:52])([CH2:47][CH3:48])[CH2:49][CH3:50])[CH:31]=1, predict the reactants needed to synthesize it. The reactants are: [CH3:1][C:2]([S:6]([CH3:21])(=[N:8][CH2:9][C:10]1([CH2:13][O:14][CH:15]2[CH2:20][CH2:19][CH2:18][CH2:17][O:16]2)[CH2:12][CH2:11]1)=[O:7])([CH3:5])[C:3]#[N:4].CC(C)=O.C(=O)=O.[Br:29][C:30]1[N:35]=[C:34](/[C:36](=[N:38]/[S@@:39]([C:41]([CH3:44])([CH3:43])[CH3:42])=[O:40])/[CH3:37])[C:33]([F:45])=[C:32]([Si:46]([CH2:51][CH3:52])([CH2:49][CH3:50])[CH2:47][CH3:48])[CH:31]=1.[Cl-].[NH4+]. (6) Given the product [CH3:43][N:38]1[C:37]2[NH:36][C:35]3[CH:44]=[C:45]([CH3:48])[CH:46]=[CH:47][C:34]=3[N:33]([C:31]([C:28]3[CH:29]=[CH:30][C:25]([CH2:24][NH:23][C:10]([N:59]4[CH2:58][CH2:57][N:56]([CH2:55][CH2:54][C:53]([CH3:63])([CH3:62])[CH3:52])[CH2:61][CH2:60]4)=[O:11])=[C:26]([F:49])[CH:27]=3)=[O:32])[CH2:42][C:41]=2[CH:40]=[N:39]1, predict the reactants needed to synthesize it. The reactants are: CCN(C(C)C)C(C)C.[C:10](N1C=CN=C1)(N1C=CN=C1)=[O:11].Cl.[NH2:23][CH2:24][C:25]1[CH:30]=[CH:29][C:28]([C:31]([N:33]2[CH2:42][C:41]3[CH:40]=[N:39][N:38]([CH3:43])[C:37]=3[NH:36][C:35]3[CH:44]=[C:45]([CH3:48])[CH:46]=[CH:47][C:34]2=3)=[O:32])=[CH:27][C:26]=1[F:49].Cl.Cl.[CH3:52][C:53]([CH3:63])([CH3:62])[CH2:54][CH2:55][N:56]1[CH2:61][CH2:60][NH:59][CH2:58][CH2:57]1. (7) Given the product [F:28][C:29]1[CH:39]=[CH:38][CH:37]=[CH:36][C:30]=1[CH:31]=[CH:32][C:33]([NH:10][C@H:9]([C:11]([O:13][CH3:14])=[O:12])[CH2:8][C:7]1[C:15]2[C:20](=[CH:19][CH:18]=[CH:17][CH:16]=2)[N:5]([CH:2]([CH3:4])[CH3:3])[CH:6]=1)=[O:34], predict the reactants needed to synthesize it. The reactants are: Cl.[CH:2]([N:5]1[C:20]2[C:15](=[CH:16][CH:17]=[CH:18][CH:19]=2)[C:7]([CH2:8][C@@H:9]([C:11]([O:13][CH3:14])=[O:12])[NH2:10])=[CH:6]1)([CH3:4])[CH3:3].C(N(CC)CC)C.[F:28][C:29]1[CH:39]=[CH:38][CH:37]=[CH:36][C:30]=1[CH:31]=[CH:32][C:33](O)=[O:34].CCN=C=NCCCN(C)C.Cl.